Dataset: Retrosynthesis with 50K atom-mapped reactions and 10 reaction types from USPTO. Task: Predict the reactants needed to synthesize the given product. (1) Given the product CCCc1cc2c(Cl)c(C#N)ccc2n1CCOc1ccc(F)cc1F, predict the reactants needed to synthesize it. The reactants are: CCCc1cc2c(Cl)c(C#N)ccc2[nH]1.Fc1ccc(OCCBr)c(F)c1. (2) Given the product CC(C)(F)C[C@@H]1N[C@@](c2ccc(-c3ccc(S(C)(=O)=O)cc3)cc2)(C(F)(F)F)C#CCSC[C@@H](C#N)NC1=O, predict the reactants needed to synthesize it. The reactants are: CC(C)(F)C[C@@H]1N[C@@](c2ccc(Br)cc2)(C(F)(F)F)C#CCSC[C@@H](C#N)NC1=O.CS(=O)(=O)c1ccc(B(O)O)cc1. (3) Given the product COc1cc(OC)c(F)c(-c2cc3[nH]nc(-c4ccnc(N5CCN(C)CC5)c4)c3cn2)c1F, predict the reactants needed to synthesize it. The reactants are: CN1CCN(c2cc(B3OC(C)(C)C(C)(C)O3)ccn2)CC1.COc1cc(OC)c(F)c(-c2cc3[nH]nc(I)c3cn2)c1F.